From a dataset of Catalyst prediction with 721,799 reactions and 888 catalyst types from USPTO. Predict which catalyst facilitates the given reaction. (1) Reactant: [NH2:1][C:2]1[CH:7]=[CH:6][C:5]([CH2:8][C@H:9]([NH:15][C:16]([O:18][C:19]([CH3:22])([CH3:21])[CH3:20])=[O:17])[C:10]([O:12][CH2:13][CH3:14])=[O:11])=[CH:4][CH:3]=1.CC[N:25]([CH:29]([CH3:31])C)[CH:26]([CH3:28])C.CO.C(Cl)Cl. Product: [C:19]([O:18][C:16]([NH:15][C@@H:9]([CH2:8][C:5]1[CH:4]=[CH:3][C:2]([NH:1][C:26]2[C:28]3[C:31](=[CH:29][N:25]=[CH:26][CH:28]=3)[CH:31]=[CH:29][N:25]=2)=[CH:7][CH:6]=1)[C:10]([O:12][CH2:13][CH3:14])=[O:11])=[O:17])([CH3:21])([CH3:20])[CH3:22]. The catalyst class is: 486. (2) Reactant: [C:1]([C:3]1[CH:8]=[CH:7][C:6]([N:9]2[C:13]([C:14]3[CH:19]=[CH:18][C:17](SC)=[CH:16][CH:15]=3)=[CH:12][CH:11]=[C:10]2[CH2:22][CH2:23][C:24]([O:26][CH2:27][CH3:28])=[O:25])=[C:5]([CH3:29])[CH:4]=1)#[N:2].O[O:31][S:32]([O-:34])=O.[K+].[CH3:36]O. Product: [C:1]([C:3]1[CH:8]=[CH:7][C:6]([N:9]2[C:13]([C:14]3[CH:19]=[CH:18][C:17]([S:32]([CH3:36])(=[O:34])=[O:31])=[CH:16][CH:15]=3)=[CH:12][CH:11]=[C:10]2[CH2:22][CH2:23][C:24]([O:26][CH2:27][CH3:28])=[O:25])=[C:5]([CH3:29])[CH:4]=1)#[N:2]. The catalyst class is: 6.